Task: Predict the product of the given reaction.. Dataset: Forward reaction prediction with 1.9M reactions from USPTO patents (1976-2016) (1) Given the reactants [CH3:1][C:2]([Si:5]([CH3:43])([CH3:42])[O:6][CH2:7][C@@:8]1([C:38]([NH:40][CH3:41])=[O:39])[CH2:12][CH2:11][C@H:10]([C:13]2[CH:18]=[CH:17][C:16]([O:19][CH2:20][C:21]3[CH:26]=[CH:25][CH:24]=[CH:23][C:22]=3[F:27])=[CH:15][CH:14]=2)[N:9]1C(OCC1C=CC=CC=1)=O)([CH3:4])[CH3:3], predict the reaction product. The product is: [CH3:4][C:2]([Si:5]([CH3:42])([CH3:43])[O:6][CH2:7][C@@:8]1([C:38]([NH:40][CH3:41])=[O:39])[CH2:12][CH2:11][C@H:10]([C:13]2[CH:18]=[CH:17][C:16]([O:19][CH2:20][C:21]3[CH:26]=[CH:25][CH:24]=[CH:23][C:22]=3[F:27])=[CH:15][CH:14]=2)[NH:9]1)([CH3:1])[CH3:3]. (2) The product is: [CH2:1]([O:8][C:9]1[C:10]([N+:25]([O-:27])=[O:26])=[C:11]([CH:22]=[CH:23][CH:24]=1)[C:12]([OH:14])=[O:13])[C:2]1[CH:3]=[CH:4][CH:5]=[CH:6][CH:7]=1. Given the reactants [CH2:1]([O:8][C:9]1[C:10]([N+:25]([O-:27])=[O:26])=[C:11]([CH:22]=[CH:23][CH:24]=1)[C:12]([O:14]CC1C=CC=CC=1)=[O:13])[C:2]1[CH:7]=[CH:6][CH:5]=[CH:4][CH:3]=1.[OH-].[Na+], predict the reaction product. (3) Given the reactants [S:1]1[C:5]2[CH:6]=[CH:7][CH:8]=[CH:9][C:4]=2[N:3]=[C:2]1[O:10][C:11]1[CH:12]=[C:13]2[C:17](=[CH:18][CH:19]=1)[N:16]([CH2:20][CH3:21])[C:15]([CH:22]=O)=[CH:14]2.[NH:24]1[CH2:29][CH2:28][CH2:27][CH2:26][CH2:25]1.[BH-](OC(C)=O)(OC(C)=O)OC(C)=O.[Na+], predict the reaction product. The product is: [CH2:20]([N:16]1[C:17]2[C:13](=[CH:12][C:11]([O:10][C:2]3[S:1][C:5]4[CH:6]=[CH:7][CH:8]=[CH:9][C:4]=4[N:3]=3)=[CH:19][CH:18]=2)[CH:14]=[C:15]1[CH2:22][N:24]1[CH2:29][CH2:28][CH2:27][CH2:26][CH2:25]1)[CH3:21]. (4) Given the reactants [O:1]=[C:2]1[N:6]([CH2:7][C:8]([OH:10])=O)[C:5]2[CH:11]=[CH:12][CH:13]=[CH:14][C:4]=2[N:3]1[C:15]1[CH:20]=[CH:19][CH:18]=[CH:17][N:16]=1.[NH2:21][C:22]1[N:27]=[CH:26][C:25]2[CH2:28][C:29]3([CH2:39][C:24]=2[CH:23]=1)[C:37]1[C:32](=[N:33][CH:34]=[CH:35][CH:36]=1)[NH:31][C:30]3=[O:38].CN(C(ON1N=NC2C=CC=NC1=2)=[N+](C)C)C.F[P-](F)(F)(F)(F)F.CN1CCOCC1, predict the reaction product. The product is: [NH4+:3].[OH-:1].[O:1]=[C:2]1[N:6]([CH2:7][C:8]([NH:21][C:22]2[N:27]=[CH:26][C:25]3[CH2:28][C:29]4([CH2:39][C:24]=3[CH:23]=2)[C:37]2[C:32](=[N:33][CH:34]=[CH:35][CH:36]=2)[NH:31][C:30]4=[O:38])=[O:10])[C:5]2[CH:11]=[CH:12][CH:13]=[CH:14][C:4]=2[N:3]1[C:15]1[CH:20]=[CH:19][CH:18]=[CH:17][N:16]=1. (5) Given the reactants [Cl:1][C:2]1[C:3]([O:11][CH2:12][CH:13]2[CH2:15][CH2:14]2)=[CH:4][C:5]([C:8]([OH:10])=O)=[N:6][CH:7]=1.[NH2:16][CH2:17][C:18]1([OH:24])[CH2:23][CH2:22][CH2:21][CH2:20][CH2:19]1, predict the reaction product. The product is: [OH:24][C:18]1([CH2:17][NH:16][C:8]([C:5]2[CH:4]=[C:3]([O:11][CH2:12][CH:13]3[CH2:15][CH2:14]3)[C:2]([Cl:1])=[CH:7][N:6]=2)=[O:10])[CH2:23][CH2:22][CH2:21][CH2:20][CH2:19]1.